This data is from Catalyst prediction with 721,799 reactions and 888 catalyst types from USPTO. The task is: Predict which catalyst facilitates the given reaction. (1) Product: [CH:22]1([NH:28][C:2]2[C:7]([C:8](=[O:10])[CH3:9])=[CH:6][N:5]=[C:4]3[N:11]([CH2:14][O:15][CH2:16][CH2:17][Si:18]([CH3:21])([CH3:20])[CH3:19])[CH:12]=[N:13][C:3]=23)[CH2:27][CH2:26][CH2:25][CH2:24][CH2:23]1. The catalyst class is: 196. Reactant: Cl[C:2]1[C:7]([C:8](=[O:10])[CH3:9])=[CH:6][N:5]=[C:4]2[N:11]([CH2:14][O:15][CH2:16][CH2:17][Si:18]([CH3:21])([CH3:20])[CH3:19])[CH:12]=[N:13][C:3]=12.[CH:22]1([NH2:28])[CH2:27][CH2:26][CH2:25][CH2:24][CH2:23]1.[Cl-].[Na+]. (2) Reactant: [CH3:1][C@H:2]1[CH2:7][C@@H:6]([OH:8])[C@H:5]([CH:9]([CH3:11])[CH3:10])[CH2:4][CH2:3]1.C1(P(C2C=CC=CC=2)C2C=CC=CC=2)C=CC=CC=1.[N+:31]([C:34]1[CH:42]=[CH:41][C:37]([C:38]([OH:40])=[O:39])=[CH:36][CH:35]=1)([O-:33])=[O:32].C(OC(N=NC(OC(C)C)=O)=O)(C)C.C1(C)C=CC=CC=1. Product: [N+:31]([C:34]1[CH:35]=[CH:36][C:37]([C:38]([O:40][C@@:6]2([OH:8])[CH2:7][C@H:2]([CH3:1])[CH2:3][CH2:4][C@H:5]2[CH:9]([CH3:11])[CH3:10])=[O:39])=[CH:41][CH:42]=1)([O-:33])=[O:32].[CH:2]1([CH3:1])[CH2:3][CH2:4][CH:5]([CH:9]([CH3:10])[CH3:11])[CH:6]([OH:8])[CH2:7]1. The catalyst class is: 20. (3) Reactant: [Cl:1][C:2]1[C:10]([Cl:11])=[C:9]2[C:5]([CH2:6][CH:7]([CH2:12][CH2:13][CH3:14])[CH2:8]2)=[CH:4][C:3]=1[O:15][C:16]([C:18]1[CH:25]=[CH:24][C:21]([C:22]#[N:23])=[CH:20][CH:19]=1)=O.C[Si]([N:30]=[N+:31]=[N-:32])(C)C.C([Sn](=[O:42])CCCC)CCC. Product: [Cl:1][C:2]1[C:10]([Cl:11])=[C:9]2[C:5]([CH2:6][CH:7]([CH2:12][CH2:13][CH3:14])[C:8]2=[O:42])=[CH:4][C:3]=1[O:15][CH2:16][C:18]1[CH:25]=[CH:24][C:21]([C:22]2[N:30]=[N:31][NH:32][N:23]=2)=[CH:20][CH:19]=1. The catalyst class is: 11. (4) Reactant: [I-:1].[Na+].Br[C:4]1[CH:12]=[C:11]2[C:7]([C:8]([CH3:20])=[N:9][N:10]2[C:13]2[CH:18]=[CH:17][N:16]=[C:15]([NH2:19])[N:14]=2)=[CH:6][CH:5]=1.O1CCOCC1.CNCCNC. Product: [I:1][C:4]1[CH:12]=[C:11]2[C:7]([C:8]([CH3:20])=[N:9][N:10]2[C:13]2[CH:18]=[CH:17][N:16]=[C:15]([NH2:19])[N:14]=2)=[CH:6][CH:5]=1. The catalyst class is: 471. (5) Reactant: Br[C:2]1[CH:7]=[C:6]([F:8])[C:5]([N+:9]([O-:11])=[O:10])=[CH:4][C:3]=1[F:12].[C:13]([Cu])#[N:14].[O-]S([O-])(=O)=O.[Na+].[Na+].CC(OC)(C)C. Product: [F:12][C:3]1[CH:4]=[C:5]([N+:9]([O-:11])=[O:10])[C:6]([F:8])=[CH:7][C:2]=1[C:13]#[N:14]. The catalyst class is: 37. (6) Reactant: [CH2:1]=[O:2].[Cl:3][C:4]1[CH:17]=[CH:16][CH:15]=[CH:14][C:5]=1[CH2:6][N:7]1[C:11]([CH3:12])=[C:10]([CH3:13])[N:9]=[CH:8]1. Product: [Cl:3][C:4]1[CH:17]=[CH:16][CH:15]=[CH:14][C:5]=1[CH2:6][N:7]1[C:11]([CH3:12])=[C:10]([CH3:13])[N:9]=[C:8]1[CH2:1][OH:2]. The catalyst class is: 15. (7) Reactant: [CH2:1]([C:8]1([C:15]#[C:16][Si:17]([CH3:20])([CH3:19])[CH3:18])[CH2:13][CH2:12][C:11](=[O:14])[CH2:10][CH2:9]1)[C:2]1[CH:7]=[CH:6][CH:5]=[CH:4][CH:3]=1.C([N-]C(C)C)(C)C.[Li+].C1([Se]Cl)C=CC=CC=1.OO. Product: [CH2:1]([C:8]1([C:15]#[C:16][Si:17]([CH3:19])([CH3:18])[CH3:20])[CH2:13][CH2:12][C:11](=[O:14])[CH:10]=[CH:9]1)[C:2]1[CH:7]=[CH:6][CH:5]=[CH:4][CH:3]=1. The catalyst class is: 165.